This data is from Peptide-MHC class II binding affinity with 134,281 pairs from IEDB. The task is: Regression. Given a peptide amino acid sequence and an MHC pseudo amino acid sequence, predict their binding affinity value. This is MHC class II binding data. (1) The peptide sequence is HGRQIRMAKLLGRDP. The MHC is HLA-DQA10501-DQB10301 with pseudo-sequence HLA-DQA10501-DQB10301. The binding affinity (normalized) is 0.425. (2) The peptide sequence is ALTEALRVIAGAFEV. The MHC is HLA-DQA10104-DQB10503 with pseudo-sequence HLA-DQA10104-DQB10503. The binding affinity (normalized) is 0.519. (3) The peptide sequence is SQDLELSWNLNRLQAY. The MHC is DRB1_0802 with pseudo-sequence DRB1_0802. The binding affinity (normalized) is 0.283. (4) The binding affinity (normalized) is 0. The peptide sequence is NSVIEKMNTQFTAVGKEFNKHE. The MHC is DRB1_0301 with pseudo-sequence DRB1_0301. (5) The peptide sequence is MHWVRQAPGKGLEWV. The MHC is DRB1_1302 with pseudo-sequence DRB1_1302. The binding affinity (normalized) is 0. (6) The peptide sequence is RELLSYCVSLFNKGR. The MHC is DRB1_0101 with pseudo-sequence DRB1_0101. The binding affinity (normalized) is 0.773. (7) The peptide sequence is EGSSIGKLFTQTMKG. The MHC is DRB1_0901 with pseudo-sequence DRB1_0901. The binding affinity (normalized) is 0.623.